Dataset: Reaction yield outcomes from USPTO patents with 853,638 reactions. Task: Predict the reaction yield, written as a fraction of the theoretical maximum amount of product (1.0 means a 100% yield; for example, 0.34 means a 34% yield). (1) The reactants are [O:1]1[CH:6]=[CH:5][CH2:4][CH2:3][CH2:2]1.[Br:7][CH2:8][CH2:9][CH2:10][CH2:11][OH:12]. The catalyst is ClCCl. The product is [Br:7][CH2:8][CH2:9][CH2:10][CH2:11][O:12][CH:6]1[CH2:5][CH2:4][CH2:3][CH2:2][O:1]1. The yield is 0.880. (2) The reactants are F[C:2]1[CH:3]=[CH:4][C:5]([CH:8]=O)=[N:6][CH:7]=1.Cl.[F:11][C:12]1([F:18])[CH2:17][CH2:16][NH:15][CH2:14][CH2:13]1.[NH2:19][C:20]1[C:25]([NH2:26])=[C:24]([C:27]2[CH:32]=[CH:31][C:30]([CH2:33][NH:34][C:35](=[O:41])OC(C)(C)C)=[C:29]([F:42])[CH:28]=2)[CH:23]=[CH:22][N:21]=1.[C:43]([C:47]1[O:51][N:50]=[C:49](C([O-])=O)[N:48]=1)([CH3:46])([CH3:45])[CH3:44]. No catalyst specified. The product is [C:43]([C:47]1[O:51][N:50]=[C:49]([C:35]([NH:34][CH2:33][C:30]2[CH:31]=[CH:32][C:27]([C:24]3[CH:23]=[CH:22][N:21]=[C:20]4[NH:19][C:8]([C:5]5[CH:4]=[CH:3][C:2]([N:15]6[CH2:16][CH2:17][C:12]([F:18])([F:11])[CH2:13][CH2:14]6)=[CH:7][N:6]=5)=[N:26][C:25]=34)=[CH:28][C:29]=2[F:42])=[O:41])[N:48]=1)([CH3:46])([CH3:45])[CH3:44]. The yield is 0.123. (3) The reactants are [CH3:1][O:2][C:3](=[O:6])[CH2:4][NH2:5].[OH:7][C:8]1[CH:15]=[CH:14][C:11]([CH:12]=O)=[CH:10][CH:9]=1. No catalyst specified. The product is [OH:7][C:8]1[CH:15]=[CH:14][C:11]([CH2:12][NH:5][CH2:4][C:3]([O:2][CH3:1])=[O:6])=[CH:10][CH:9]=1. The yield is 0.400. (4) The reactants are [F:1][C:2]1[CH:7]=[CH:6][CH:5]=[C:4]([F:8])[C:3]=1[N:9]1[C:13]2[CH:14]=[CH:15][CH:16]=[CH:17][C:12]=2[NH:11][S:10]1(=[O:19])=[O:18].[Br:20][CH2:21][CH2:22][O:23][CH2:24][CH2:25]Br.C(=O)([O-])[O-].[Cs+].[Cs+]. No catalyst specified. The product is [Br:20][CH2:21][CH2:22][O:23][CH2:24][CH2:25][N:11]1[C:12]2[CH:17]=[CH:16][CH:15]=[CH:14][C:13]=2[N:9]([C:3]2[C:4]([F:8])=[CH:5][CH:6]=[CH:7][C:2]=2[F:1])[S:10]1(=[O:18])=[O:19]. The yield is 0.760.